The task is: Predict the reactants needed to synthesize the given product.. This data is from Full USPTO retrosynthesis dataset with 1.9M reactions from patents (1976-2016). (1) The reactants are: [CH3:1][CH:2]1[CH2:8][C:7]2[CH:9]=[C:10]3[O:15][CH2:14][O:13][C:11]3=[CH:12][C:6]=2[C:5]([C:16]2[CH:21]=[CH:20][C:19]([N+:22]([O-:24])=[O:23])=[CH:18][CH:17]=2)=[N:4][N:3]1[C:25](=[S:28])[NH:26][NH2:27].Br[CH2:30][C:31](OC)=[O:32]. Given the product [O:32]=[C:31]1[CH2:30][S:28][C:25]([N:3]2[CH:2]([CH3:1])[CH2:8][C:7]3[CH:9]=[C:10]4[O:15][CH2:14][O:13][C:11]4=[CH:12][C:6]=3[C:5]([C:16]3[CH:17]=[CH:18][C:19]([N+:22]([O-:24])=[O:23])=[CH:20][CH:21]=3)=[N:4]2)=[N:26][NH:27]1, predict the reactants needed to synthesize it. (2) Given the product [N:1]1[CH:2]=[CH:3][C:4]([N:7]2[CH2:16][CH2:15][C:10]3([CH2:14][N:13]([C:36]([N:38]4[CH2:43][CH2:42][CH:41]([O:44][CH2:45][C:46]([O:48][CH2:49][CH3:50])=[O:47])[CH2:40][CH2:39]4)=[O:35])[CH2:12][CH2:11]3)[CH2:9][CH2:8]2)=[CH:5][CH:6]=1, predict the reactants needed to synthesize it. The reactants are: [N:1]1[CH:6]=[CH:5][C:4]([N:7]2[CH2:16][CH2:15][C:10]3([CH2:14][NH:13][CH2:12][CH2:11]3)[CH2:9][CH2:8]2)=[CH:3][CH:2]=1.CCN(C(C)C)C(C)C.[N+](C1C=CC([O:35][C:36]([N:38]2[CH2:43][CH2:42][CH:41]([O:44][CH2:45][C:46]([O:48][CH2:49][CH3:50])=[O:47])[C:40](=O)[CH2:39]2)=O)=CC=1)([O-])=O. (3) Given the product [CH:15]1[C:14]([C:18]([F:19])([F:20])[F:21])=[CH:13][C:12]([Cl:22])=[C:11]([N:10]2[N:9]=[C:8]([C:23]#[N:24])[C:7]([S+:25]([O-:32])[C:26]([F:29])([F:28])[F:27])=[C:6]2[NH2:5])[C:16]=1[Cl:17], predict the reactants needed to synthesize it. The reactants are: C(Cl)CCl.[NH2:5][C:6]1[N:10]([C:11]2[C:16]([Cl:17])=[CH:15][C:14]([C:18]([F:21])([F:20])[F:19])=[CH:13][C:12]=2[Cl:22])[N:9]=[C:8]([C:23]#[N:24])[C:7]=1[S:25][C:26]([F:29])([F:28])[F:27].OO.[OH:32]S(O)(=O)=O.